This data is from Reaction yield outcomes from USPTO patents with 853,638 reactions. The task is: Predict the reaction yield, written as a fraction of the theoretical maximum amount of product (1.0 means a 100% yield; for example, 0.34 means a 34% yield). (1) The reactants are [CH3:1][C:2]([C:5]1[CH:30]=[CH:29][C:8]([C:9]([NH:11][C:12]2[S:13][C:14]([CH2:17][S:18][C:19]3[CH:20]=[CH:21][C:22]([CH3:28])=[C:23]([CH:27]=3)[C:24](O)=[O:25])=[CH:15][N:16]=2)=[O:10])=[CH:7][CH:6]=1)([CH3:4])[CH3:3].[N:31]1[CH:36]=[CH:35][CH:34]=[N:33][C:32]=1[N:37]1[CH2:42][CH2:41][NH:40][CH2:39][CH2:38]1.F[P-](F)(F)(F)(F)F.N1(O[P+](N(C)C)(N(C)C)N(C)C)C2C=CC=CC=2N=N1.CN1CCOCC1. The catalyst is CN(C=O)C.C(OCC)(=O)C. The product is [CH3:1][C:2]([C:5]1[CH:30]=[CH:29][C:8]([C:9]([NH:11][C:12]2[S:13][C:14]([CH2:17][S:18][C:19]3[CH:20]=[CH:21][C:22]([CH3:28])=[C:23]([C:24]([N:40]4[CH2:41][CH2:42][N:37]([C:32]5[N:31]=[CH:36][CH:35]=[CH:34][N:33]=5)[CH2:38][CH2:39]4)=[O:25])[CH:27]=3)=[CH:15][N:16]=2)=[O:10])=[CH:7][CH:6]=1)([CH3:4])[CH3:3]. The yield is 0.630. (2) The reactants are [C:1]([O:5][C:6]([NH:8][C@H:9]([CH2:29][C:30]1[CH:35]=[C:34]([F:36])[C:33]([F:37])=[CH:32][C:31]=1[F:38])[CH2:10][C:11]([N:13]1[CH2:18][CH2:17][N:16]2[C:19]([C:25]([F:28])([F:27])[F:26])=[N:20][C:21]([C:22]([OH:24])=[O:23])=[C:15]2[CH2:14]1)=[O:12])=[O:7])([CH3:4])([CH3:3])[CH3:2].[C:39](=[O:51])([O:44][CH:45]1[CH2:50][CH2:49][CH2:48][CH2:47][CH2:46]1)[O:40][CH:41](Cl)[CH3:42].[I-].[K+].C(=O)([O-])[O-].[K+].[K+]. The catalyst is CN(C)C=O. The product is [CH:45]1([O:44][C:39]([O:40][CH2:41][CH2:42][O:23][C:22]([C:21]2[N:20]=[C:19]([C:25]([F:27])([F:28])[F:26])[N:16]3[CH2:17][CH2:18][N:13]([C:11](=[O:12])[CH2:10][C@H:9]([NH:8][C:6]([O:5][C:1]([CH3:4])([CH3:2])[CH3:3])=[O:7])[CH2:29][C:30]4[CH:35]=[C:34]([F:36])[C:33]([F:37])=[CH:32][C:31]=4[F:38])[CH2:14][C:15]=23)=[O:24])=[O:51])[CH2:50][CH2:49][CH2:48][CH2:47][CH2:46]1. The yield is 0.694.